From a dataset of Full USPTO retrosynthesis dataset with 1.9M reactions from patents (1976-2016). Predict the reactants needed to synthesize the given product. (1) Given the product [CH2:3]([O:5][CH:6]([O:9][CH2:10][CH3:11])[CH2:7][O:8][CH2:13][CH:14]([O:18][CH2:19][CH3:20])[O:15][CH2:16][CH3:17])[CH3:4], predict the reactants needed to synthesize it. The reactants are: [H-].[Na+].[CH2:3]([O:5][CH:6]([O:9][CH2:10][CH3:11])[CH2:7][OH:8])[CH3:4].Br[CH2:13][CH:14]([O:18][CH2:19][CH3:20])[O:15][CH2:16][CH3:17]. (2) Given the product [CH2:34]([NH:1][C:2]1[CH:7]=[CH:6][CH:5]=[CH:4][C:3]=1[N:8]1[C:32](=[O:33])[C:11]2=[CH:12][N:13]([CH2:20][C:21]3[CH:26]=[CH:25][C:24]([N:27]4[CH:31]=[CH:30][CH:29]=[N:28]4)=[CH:23][CH:22]=3)[C:14]3[CH:15]=[CH:16][CH:17]=[CH:18][C:19]=3[C:10]2=[N:9]1)[CH3:35], predict the reactants needed to synthesize it. The reactants are: [NH2:1][C:2]1[CH:7]=[CH:6][CH:5]=[CH:4][C:3]=1[N:8]1[C:32](=[O:33])[C:11]2=[CH:12][N:13]([CH2:20][C:21]3[CH:26]=[CH:25][C:24]([N:27]4[CH:31]=[CH:30][CH:29]=[N:28]4)=[CH:23][CH:22]=3)[C:14]3[CH:15]=[CH:16][CH:17]=[CH:18][C:19]=3[C:10]2=[N:9]1.[CH:34](=O)[CH3:35].C(O)(=O)C.[BH4-].[Na+]. (3) Given the product [Cl:1][C:2]1[N:7]=[CH:6][N:5]=[C:4]2[N:8]([C:15]([C:16]3[CH:21]=[CH:20][CH:19]=[CH:18][CH:17]=3)([C:28]3[CH:29]=[CH:30][CH:31]=[CH:32][CH:33]=3)[C:22]3[CH:23]=[CH:24][CH:25]=[CH:26][CH:27]=3)[N:9]=[C:10]([CH2:11][CH3:12])[C:3]=12, predict the reactants needed to synthesize it. The reactants are: [Cl:1][C:2]1[N:7]=[CH:6][N:5]=[C:4]2[NH:8][N:9]=[C:10]([CH2:11][CH3:12])[C:3]=12.[H-].[Na+].[C:15](Cl)([C:28]1[CH:33]=[CH:32][CH:31]=[CH:30][CH:29]=1)([C:22]1[CH:27]=[CH:26][CH:25]=[CH:24][CH:23]=1)[C:16]1[CH:21]=[CH:20][CH:19]=[CH:18][CH:17]=1. (4) Given the product [NH2:1][C:2]1[CH:10]=[C:9]([F:11])[C:8]([Br:12])=[CH:7][C:3]=1[C:4]([NH:17][CH3:16])=[O:5], predict the reactants needed to synthesize it. The reactants are: [NH2:1][C:2]1[CH:10]=[C:9]([F:11])[C:8]([Br:12])=[CH:7][C:3]=1[C:4](O)=[O:5].Cl.CN.[CH3:16][N:17](C(ON1N=NC2C=CC=CC1=2)=[N+](C)C)C.[B-](F)(F)(F)F.CCN(C(C)C)C(C)C.